From a dataset of Peptide-MHC class II binding affinity with 134,281 pairs from IEDB. Regression. Given a peptide amino acid sequence and an MHC pseudo amino acid sequence, predict their binding affinity value. This is MHC class II binding data. (1) The binding affinity (normalized) is 0.227. The MHC is HLA-DQA10401-DQB10402 with pseudo-sequence HLA-DQA10401-DQB10402. The peptide sequence is LIGPTPVNIIGRNLLTQIGC. (2) The peptide sequence is NQFCIKVLNPYMPTVIE. The MHC is DRB4_0101 with pseudo-sequence DRB4_0103. The binding affinity (normalized) is 0.187. (3) The peptide sequence is GGLPLAGAGGAGAGP. The MHC is HLA-DQA10401-DQB10402 with pseudo-sequence HLA-DQA10401-DQB10402. The binding affinity (normalized) is 0.156. (4) The peptide sequence is GSRSLTDLLRALGAQ. The MHC is DRB1_0405 with pseudo-sequence DRB1_0405. The binding affinity (normalized) is 0.139. (5) The peptide sequence is KKVIQLSRKTFDTEY. The MHC is DRB1_0701 with pseudo-sequence DRB1_0701. The binding affinity (normalized) is 0.206. (6) The peptide sequence is EDLVRAYHSMSSTHE. The MHC is HLA-DQA10301-DQB10302 with pseudo-sequence HLA-DQA10301-DQB10302. The binding affinity (normalized) is 0.419. (7) The peptide sequence is SLAEGIVLASA. The MHC is DRB4_0103 with pseudo-sequence DRB4_0103. The binding affinity (normalized) is 0. (8) The binding affinity (normalized) is 0.152. The MHC is DRB4_0101 with pseudo-sequence DRB4_0103. The peptide sequence is NDFLKTGHYTQMVWA.